Dataset: Drug-target binding data from BindingDB using IC50 measurements. Task: Regression. Given a target protein amino acid sequence and a drug SMILES string, predict the binding affinity score between them. We predict pIC50 (pIC50 = -log10(IC50 in M); higher means more potent). Dataset: bindingdb_ic50. (1) The drug is Nc1ncnc2c1ncn2[C@@H]1O[C@H](COC(=O)c2ccc(S(=O)(=O)F)cc2)[C@@H](O)[C@H]1O. The target protein (P00521) has sequence YITPVNSLEKHSWYHGPVSRNAAEYLLSSGINGSFLVRESESSPGQRSISLRYEGRVYHYRINTASDGKLYVSSESRFNTLAELVHHHSTVADGLITTLHYPAPKRNKPTIYGVSPNYDKWEMERTDITMKHKLGGGQYGEVYEGVWKKYSLTVAVKTLKEDTMEVEEFLKEAAVMKEIKHPNLVQLLGVCTREPPFYIITEFMTYGNLLDYLRECNRQEVSAVVLLYMATQISSAMEYLEKKNFIHRDLAARNCLVGENHLVKVADFGLSRLMTGDTYTAHAGAKFPIKWTAPESLAYNKFSIKSDVWAFGVLLWEIATYGMSPYPGIDLSQVYELLEKDYRMERPEGCPEKVYELMRACWQWNPSDRPSFAEIHQAFETMFQESSISDEVEKELGKRGTRGGAGSMLQAPELPTKTRTCRRAAEQKASPPSLTPKLLRRQVTASPSSGLSHKKEATKGSASGMGTPATAEPAPPSNKVGLSKASSEEMRVRRHKHSSE.... The pIC50 is 3.8. (2) The small molecule is N#C/C(=C\c1cccn1S(=O)(=O)c1cccc([N+](=O)[O-])c1)S(=O)(=O)c1ccc(F)cc1. The target protein (Q8BVQ5) has sequence MSALEKSMHLGRLPSRPPLPGSGGSQSGAKMRMGPGRKRDFTPVPWSQYFESMEDVEVENETGKDTFRVYKSGSEGPVLLLLHGGGHSALSWAVFTAAIISRVQCRIVALDLRGHGETKVKNSEDLSAETMAKDVGNVVEAMYGDLPPPVMLIGHSMGGAIAVHTAAANLVPSLLGLCMIDVVEGTAMDALNSMQNFLRGRPKTFKSLENAIEWSVKSGQIRNLESARVSMVGQVKQCEGITSPEGSKSIVEGIIEEEEEDEEGSESVNKRKKEDDMETKKDHPYTWRIELAKTEKYWDGWFRGLSNLFLSCPIPKLLLLAGVDRLDKDLTIGQMQGKFQMQVLPQCGHAVHEDAPDKVAEAVATFLIRHRFAEPIGGFQCVFPGC. The pIC50 is 6.2. (3) The small molecule is O=C1C(Cl)=C(N2C(=O)c3ccccc3C2=O)C(=O)c2ccccc21. The target protein (Q27352) has sequence MREAICIHIGQAGCQVGNACWELFCLEHGIQPDGAMPSDKTIGVEDDAFNTFFSETGAGKHVPRAVFLDLEPTVVDEIRTGTYRQLFHPEQLISGKEDAANNYARGHYTIGKEIVDLCLDRIRKLADNCTGLQGFLVYHAVGGGTGSGLGALLLERLSVDYGKKSKLGYTVYPSPQVSTAVVEPYNSVLSTHSLLEHTDVAAMLDNEAIYDLTRANLDIERPTYTNLNRLIGQVVSALTASLRFDGALNVDLTEFQTNLVPYPRIHFVLTTYAPVISAEKAYHEQLSVSEISNAVFEPASMMTKCDPRHGKYMACCLMYRGDVVPKDVNAAVATIKTKRTIQFVDWSPTGFKCGINYQPPTVVPGGDLAKVQRAVCMIANSTAIAEVFARIDHKFDLMYSKRAFVHWYVGEGMEEGEFSEAREDLAALEKDYEEVGAESADMEGEEDVEEY. The pIC50 is 4.9. (4) The compound is O=c1cc(-c2ccccc2)c2c(-c3cnc(-c4cccnc4)s3)n[nH]c2[nH]1. The target protein (P0A0K8) has sequence MVTALSDVNNTDNYGAGQIQVLEGLEAVRKRPGMYIGSTSERGLHHLVWEIVDNSIDEALAGYANQIEVVIEKDNWIKVTDNGRGIPVDIQEKMGRPAVEVILTVLHAGGKFGGGGYKVSGGLHGVGSSVVNALSQDLEVYVHRNETIYHQAYKKGVPQFDLKEVGTTDKTGTVIRFKADGEIFTETTVYNYETLQQRIRELAFLNKGIQITLRDERDEENVREDSYHYEGGIKSYVELLNENKEPIHDEPIYIHQSKDDIEVEIAIQYNSGYATNLLTYANNIHTYEGGTHEDGFKRALTRVLNSYGLSSKIMKEEKDRLSGEDTREGMTAIISIKHGDPQFEGQTKTKLGNSEVRQVVDKLFSEHFERFLYENPQVARTVVEKGIMAARARVAAKKAREVTRRKSALDVASLPGKLADCSSKSPEECEIFLVEGDSAGGSTKSGRDSRTQAILPLRGKILNVEKARLDRILNNNEIRQMITAFGTGIGGDFDLAKARY.... The pIC50 is 5.9. (5) The small molecule is Cc1c2c(c(O)c3c(O)ccc(Cl)c13)C(=O)[C@]1(O)C(=O)C(C(N)=O)C(=O)[C@@H](N(C)C)[C@@H]1C2. The target protein (P61769) has sequence MSRSVALAVLALLSLSGLEAIQRTPKIQVYSRHPAENGKSNFLNCYVSGFHPSDIEVDLLKNGERIEKVEHSDLSFSKDWSFYLLYYTEFTPTEKDEYACRVNHVTLSQPKIVKWDRDM. The pIC50 is 3.9.